This data is from Reaction yield outcomes from USPTO patents with 853,638 reactions. The task is: Predict the reaction yield, written as a fraction of the theoretical maximum amount of product (1.0 means a 100% yield; for example, 0.34 means a 34% yield). (1) The reactants are [CH:1]1([CH2:4][N:5]2[C:9]3[CH:10]=[CH:11][C:12]([S:14]([CH2:17][C:18]([CH3:21])([NH2:20])[CH3:19])(=[O:16])=[O:15])=[CH:13][C:8]=3[N:7]=[C:6]2[CH2:22][C:23]([CH3:26])([CH3:25])[CH3:24])[CH2:3][CH2:2]1.C([N:29]([CH2:32]C)CC)C.ClC(OC1C=CC([N+]([O-])=O)=CC=1)=[O:36].[OH-].[NH4+]. The yield is 0.380. The catalyst is ClCCl. The product is [CH:1]1([CH2:4][N:5]2[C:9]3[CH:10]=[CH:11][C:12]([S:14]([CH2:17][C:18]([NH:20][C:32]([NH2:29])=[O:36])([CH3:19])[CH3:21])(=[O:16])=[O:15])=[CH:13][C:8]=3[N:7]=[C:6]2[CH2:22][C:23]([CH3:26])([CH3:25])[CH3:24])[CH2:2][CH2:3]1. (2) The reactants are C1C=CC(CNC(C[N:12]2[C:20]3[C:15](=[CH:16][CH:17]=[CH:18][CH:19]=3)[C:14](C=O)=[CH:13]2)=O)=CC=1.N[C:24]1[CH:29]=[CH:28][C:27](C=C[C:24]2[CH:29]=[CH:28][C:27](N)=[CH:26][CH:25]=2)=[CH:26][CH:25]=1.C(O[BH-](OC(=O)C)OC(=O)C)(=O)C.[Na+].COC(OC)OC.C[N:61](C=O)C. The product is [NH2:61][C:14]([C:15]1[CH:16]=[CH:17][CH:18]=[CH:19][CH:20]=1)=[C:13]([NH2:12])[C:24]1[CH:29]=[CH:28][CH:27]=[CH:26][CH:25]=1. The yield is 0.990. The catalyst is C(O)(=O)C. (3) The reactants are C[O:2][C:3](=[O:34])[CH2:4][C:5]1[C:14]([CH3:15])=[C:13]([CH:16]2[CH2:21][CH2:20][N:19]([S:22]([C:25]3[CH:30]=[CH:29][CH:28]=[CH:27][C:26]=3[O:31][CH3:32])(=[O:24])=[O:23])[CH2:18][CH2:17]2)[C:12]2[C:7](=[CH:8][CH:9]=[C:10]([F:33])[CH:11]=2)[CH:6]=1.O.[OH-].[Li+]. The catalyst is C1COCC1.O. The product is [F:33][C:10]1[CH:11]=[C:12]2[C:7](=[CH:8][CH:9]=1)[CH:6]=[C:5]([CH2:4][C:3]([OH:34])=[O:2])[C:14]([CH3:15])=[C:13]2[CH:16]1[CH2:21][CH2:20][N:19]([S:22]([C:25]2[CH:30]=[CH:29][CH:28]=[CH:27][C:26]=2[O:31][CH3:32])(=[O:24])=[O:23])[CH2:18][CH2:17]1. The yield is 0.830. (4) The reactants are [F:1][C:2]1[C:9]([F:10])=[C:8]([F:11])C=C[C:3]=1[CH:4]=O.[CH3:12][O:13][C:14]([O:17][CH3:18])(C)[CH3:15]. The catalyst is CCOCC.CC1C=CC(S(O)(=O)=O)=CC=1. The product is [CH3:12][O:13][CH:14]([O:17][CH3:18])[C:15]1[CH:4]=[CH:3][C:2]([F:1])=[C:9]([F:10])[C:8]=1[F:11]. The yield is 0.717. (5) The reactants are [Br:1][C:2]1[CH:3]=[CH:4][C:5]2[N:6]([C:8]([SH:11])=[N:9][N:10]=2)[CH:7]=1.C[C:13]1(C)[C:39]2[C:34](=[C:35](P(C3C=CC=CC=3)C3C=CC=CC=3)[CH:36]=[CH:37][CH:38]=2)OC2C(P(C3C=CC=CC=3)C3C=CC=CC=3)=CC=[CH:19][C:14]1=2.C[CH2:55][N:56]([CH:60](C)C)C(C)C.[N:63]#N.[CH3:65][N:66]([CH:68]=O)[CH3:67]. The catalyst is C1C=CC(/C=C/C(/C=C/C2C=CC=CC=2)=O)=CC=1.C1C=CC(/C=C/C(/C=C/C2C=CC=CC=2)=O)=CC=1.C1C=CC(/C=C/C(/C=C/C2C=CC=CC=2)=O)=CC=1.[Pd].[Pd]. The product is [Br:1][C:2]1[CH:3]=[CH:4][C:5]2[N:6]([C:8]([S:11][C:37]3[CH:38]=[C:39]4[C:34](=[CH:35][CH:36]=3)[N:63]=[CH:19][C:14]([N:56]3[CH2:60][CH2:68][N:66]([CH3:67])[CH2:65][CH2:55]3)=[CH:13]4)=[N:9][N:10]=2)[CH:7]=1. The yield is 0.440. (6) The reactants are [Cl:1][C:2]1[C:3]([CH3:21])=[C:4]2[N:10]=[C:9]([C:11]3[CH:16]=[CH:15][C:14]([OH:17])=[C:13]([N+:18]([O-:20])=[O:19])[CH:12]=3)[NH:8][C:5]2=[N:6][CH:7]=1.Cl.Cl[CH2:24][CH2:25][N:26]1[CH2:31][CH2:30][O:29][CH2:28][CH2:27]1.[H-].[Na+]. The catalyst is CN(C=O)C. The product is [Cl:1][C:2]1[C:3]([CH3:21])=[C:4]2[N:10]=[C:9]([C:11]3[CH:16]=[CH:15][C:14]([O:17][CH2:24][CH2:25][N:26]4[CH2:31][CH2:30][O:29][CH2:28][CH2:27]4)=[C:13]([N+:18]([O-:20])=[O:19])[CH:12]=3)[NH:8][C:5]2=[N:6][CH:7]=1. The yield is 0.600. (7) The reactants are [N+:1]([C:4]1[CH:12]=[CH:11][C:7]([C:8](Cl)=[O:9])=[CH:6][CH:5]=1)([O-:3])=[O:2].Cl.[NH2:14][CH2:15][C:16]1[CH:21]=[CH:20][C:19]([S:22]([NH2:25])(=[O:24])=[O:23])=[CH:18][CH:17]=1.C(N(CC)CC)C.O. The catalyst is C(#N)C. The product is [N+:1]([C:4]1[CH:12]=[CH:11][C:7]([C:8]([NH:14][CH2:15][C:16]2[CH:17]=[CH:18][C:19]([S:22](=[O:24])(=[O:23])[NH2:25])=[CH:20][CH:21]=2)=[O:9])=[CH:6][CH:5]=1)([O-:3])=[O:2]. The yield is 0.850.